This data is from Full USPTO retrosynthesis dataset with 1.9M reactions from patents (1976-2016). The task is: Predict the reactants needed to synthesize the given product. (1) Given the product [ClH:23].[ClH:1].[Cl:23][C:22]1[C:21]([Cl:24])=[C:20]([CH3:25])[NH:19][C:18]=1[C:16]([NH:15][C@H:12]1[CH2:13][CH2:14][NH:9][CH2:10][C@H:11]1[N:26]1[CH:30]=[CH:29][N:28]=[CH:27]1)=[O:17], predict the reactants needed to synthesize it. The reactants are: [ClH:1].C(OC([N:9]1[CH2:14][CH2:13][C@H:12]([NH:15][C:16]([C:18]2[NH:19][C:20]([CH3:25])=[C:21]([Cl:24])[C:22]=2[Cl:23])=[O:17])[C@H:11]([N:26]2[CH:30]=[CH:29][N:28]=[CH:27]2)[CH2:10]1)=O)(C)(C)C. (2) The reactants are: [CH2:1]([O:8][C:9]1[C:10]([C:25](O)=[O:26])=[N:11][N:12]2[C@@H:17]([C:18]3[CH:23]=[CH:22][CH:21]=[CH:20][CH:19]=3)[CH2:16][N:15]([CH3:24])[CH2:14][C:13]=12)[C:2]1[CH:7]=[CH:6][CH:5]=[CH:4][CH:3]=1.[F:28][C:29]1[CH:34]=[CH:33][C:32]([CH2:35][C:36]([NH:38][NH2:39])=[O:37])=[CH:31][CH:30]=1.FC1C=CC(CC(Cl)=O)=CC=1.NN.C(Cl)CCl.C1C=CC2N(O)N=NC=2C=1.C(N(CC)CC)C. Given the product [CH2:1]([O:8][C:9]1[C:10]([C:25]([N:38]([C:36](=[O:37])[CH2:35][C:32]2[CH:33]=[CH:34][C:29]([F:28])=[CH:30][CH:31]=2)[NH2:39])=[O:26])=[N:11][N:12]2[C@@H:17]([C:18]3[CH:19]=[CH:20][CH:21]=[CH:22][CH:23]=3)[CH2:16][N:15]([CH3:24])[CH2:14][C:13]=12)[C:2]1[CH:3]=[CH:4][CH:5]=[CH:6][CH:7]=1, predict the reactants needed to synthesize it. (3) Given the product [C:35]([C:33]1[N:34]=[C:30]([NH:29][C:27]([C:25]2[CH:24]=[CH:23][N:14]3[C:15](=[O:22])[CH:16]=[C:11]([N:7]4[CH2:8][CH2:9][CH2:10][C@H:5]([OH:4])[CH2:6]4)[N:12]=[C:13]3[CH:26]=2)=[O:28])[S:31][CH:32]=1)([CH3:38])([CH3:36])[CH3:37], predict the reactants needed to synthesize it. The reactants are: NC([O:4][C@H:5]1[CH2:10][CH2:9][CH2:8][N:7]([C:11]2[N:12]=[C:13]3[CH:26]=[C:25]([C:27]([NH:29][C:30]4[S:31][CH:32]=[C:33]([C:35]([CH3:38])([CH3:37])[CH3:36])[N:34]=4)=[O:28])[CH:24]=[CH:23][N:14]3[C:15](=[O:22])[C:16]=2/C=C/C(O)=O)[CH2:6]1)=O.C(C1N=C(C2C(=O)N3C=CC(C(N)=O)=CC3=NC2=O)SC=1)(C)(C)C.Cl.O[C@H]1CCCNC1. (4) Given the product [N+:8]([C:7]1[C:2]([NH:1][CH2:14][C:15]2[N:20]=[CH:19][C:18]([C:21]3[CH:30]=[CH:29][CH:28]=[CH:27][C:22]=3[C:23]([O:25][CH3:26])=[O:24])=[CH:17][CH:16]=2)=[N:3][CH:4]=[CH:5][CH:6]=1)([O-:10])=[O:9], predict the reactants needed to synthesize it. The reactants are: [NH2:1][C:2]1[C:7]([N+:8]([O-:10])=[O:9])=[CH:6][CH:5]=[CH:4][N:3]=1.[H-].[Na+].Br[CH2:14][C:15]1[N:20]=[CH:19][C:18]([C:21]2[CH:30]=[CH:29][CH:28]=[CH:27][C:22]=2[C:23]([O:25][CH3:26])=[O:24])=[CH:17][CH:16]=1. (5) Given the product [F:1][C:2]1[CH:3]=[C:4]([C:8]2[C@:9]3([CH2:25][CH2:24][C@H:23]4[C@@H:14]([CH2:15][CH2:16][C:17]5[CH:18]=[C:19]([C:26]([NH:30][CH2:31][CH2:32][C:33]([OH:35])=[O:34])=[O:27])[CH:20]=[CH:21][C:22]=54)[C@@H:11]3[CH2:12][CH:13]=2)[CH3:10])[CH:5]=[N:6][CH:7]=1, predict the reactants needed to synthesize it. The reactants are: [F:1][C:2]1[CH:3]=[C:4]([C:8]2[C@:9]3([CH2:25][CH2:24][C@H:23]4[C@@H:14]([CH2:15][CH2:16][C:17]5[CH:18]=[C:19]([C:26](O)=[O:27])[CH:20]=[CH:21][C:22]=54)[C@@H:11]3[CH2:12][CH:13]=2)[CH3:10])[CH:5]=[N:6][CH:7]=1.Cl.[NH2:30][CH2:31][CH2:32][C:33]([O:35]CC)=[O:34]. (6) Given the product [OH:31][C:30]1[C:21]([CH:2]2[C:10]3[C:5](=[CH:6][CH:7]=[CH:8][CH:9]=3)[N:4]([CH2:11][C:12]3[CH:13]=[CH:14][C:15]([O:18][CH3:19])=[CH:16][CH:17]=3)[C:3]2=[O:20])=[CH:22][C:23]2[O:27][N:26]=[C:25]([CH3:28])[C:24]=2[CH:29]=1, predict the reactants needed to synthesize it. The reactants are: O[C:2]1([C:21]2[C:30]([OH:31])=[CH:29][C:24]3[C:25]([CH3:28])=[N:26][O:27][C:23]=3[CH:22]=2)[C:10]2[C:5](=[CH:6][CH:7]=[CH:8][CH:9]=2)[N:4]([CH2:11][C:12]2[CH:17]=[CH:16][C:15]([O:18][CH3:19])=[CH:14][CH:13]=2)[C:3]1=[O:20].C([SiH](CC)CC)C.FC(F)(F)C(O)=O. (7) Given the product [CH3:1][S:2]([C:5]1[CH:10]=[CH:9][C:8]([C:11]2[N:12]=[CH:13][C:14]([O:17][CH:18]([CH:20]3[CH2:25][CH2:24][N:23]([C:36]([O:38][CH:39]([CH3:41])[CH3:40])=[O:37])[CH2:22][CH2:21]3)[CH3:19])=[CH:15][CH:16]=2)=[CH:7][CH:6]=1)(=[O:3])=[O:4], predict the reactants needed to synthesize it. The reactants are: [CH3:1][S:2]([C:5]1[CH:10]=[CH:9][C:8]([C:11]2[CH:16]=[CH:15][C:14]([O:17][CH:18]([CH:20]3[CH2:25][CH2:24][NH:23][CH2:22][CH2:21]3)[CH3:19])=[CH:13][N:12]=2)=[CH:7][CH:6]=1)(=[O:4])=[O:3].C(N(C(C)C)CC)(C)C.Cl[C:36]([O:38][CH:39]([CH3:41])[CH3:40])=[O:37]. (8) Given the product [S:9]1[C:4]2[CH:3]=[CH:2][CH:1]=[CH:6][C:5]=2[N:7]=[C:8]1[S:10][Cl:21], predict the reactants needed to synthesize it. The reactants are: [CH:1]1[CH:6]=[C:5]2[N:7]=[C:8]([S:10][S:10][C:8]3[S:9][C:4]4[C:5](=[CH:6][CH:1]=[CH:2][CH:3]=4)[N:7]=3)[S:9][C:4]2=[CH:3][CH:2]=1.[Cl:21]Cl.